Dataset: Full USPTO retrosynthesis dataset with 1.9M reactions from patents (1976-2016). Task: Predict the reactants needed to synthesize the given product. (1) Given the product [CH3:14][C:4]1[CH:3]=[C:2]([NH:1][C:22](=[O:23])[O:21][C:15]2[CH:20]=[CH:19][CH:18]=[CH:17][CH:16]=2)[CH:13]=[CH:12][C:5]=1[CH2:6][NH:7][S:8]([CH3:11])(=[O:10])=[O:9], predict the reactants needed to synthesize it. The reactants are: [NH2:1][C:2]1[CH:13]=[CH:12][C:5]([CH2:6][NH:7][S:8]([CH3:11])(=[O:10])=[O:9])=[C:4]([CH3:14])[CH:3]=1.[C:15]1([O:21][C:22](Cl)=[O:23])[CH:20]=[CH:19][CH:18]=[CH:17][CH:16]=1.N1C=CC=CC=1. (2) Given the product [NH2:1][C:2]1[C:3]([C:29]([NH2:34])=[O:31])=[N:4][C:5]([C:13]2[CH:18]=[CH:17][CH:16]=[C:15]([C:19]#[C:20][C@:21]3([OH:28])[CH2:25][CH2:24][N:23]([CH3:26])[C:22]3=[O:27])[CH:14]=2)=[N:6][C:7]=1[O:8][CH:9]1[CH2:10][O:11][CH2:12]1, predict the reactants needed to synthesize it. The reactants are: [NH2:1][C:2]1[C:3]([C:29]([O:31]CC)=O)=[N:4][C:5]([C:13]2[CH:18]=[CH:17][CH:16]=[C:15]([C:19]#[C:20][C@:21]3([OH:28])[CH2:25][CH2:24][N:23]([CH3:26])[C:22]3=[O:27])[CH:14]=2)=[N:6][C:7]=1[O:8][CH:9]1[CH2:12][O:11][CH2:10]1.[NH3:34]. (3) Given the product [CH3:21][O:22][C:23](=[O:27])[CH2:24][CH2:25][N:16]1[CH2:15][CH2:14][CH:13]([O:12][C:11]2[CH:19]=[CH:20][C:8]([O:1][C:2]3[CH:7]=[CH:6][CH:5]=[CH:4][CH:3]=3)=[CH:9][CH:10]=2)[CH2:18][CH2:17]1, predict the reactants needed to synthesize it. The reactants are: [O:1]([C:8]1[CH:20]=[CH:19][C:11]([O:12][CH:13]2[CH2:18][CH2:17][NH:16][CH2:15][CH2:14]2)=[CH:10][CH:9]=1)[C:2]1[CH:7]=[CH:6][CH:5]=[CH:4][CH:3]=1.[CH3:21][O:22][C:23](=[O:27])[CH2:24][CH2:25]Br.C(N(CC)CC)C. (4) The reactants are: [CH2:1]1[C:9]2[C:4](=[CH:5][CH:6]=[CH:7][CH:8]=2)[CH2:3][CH2:2]1.[CH3:10][C:11](OC(C)=O)=[O:12].[Al+3].[Cl-].[Cl-].[Cl-]. Given the product [CH2:1]1[C:9]2[C:4](=[CH:5][C:6]([C:11](=[O:12])[CH3:10])=[CH:7][CH:8]=2)[CH2:3][CH2:2]1, predict the reactants needed to synthesize it.